From a dataset of Forward reaction prediction with 1.9M reactions from USPTO patents (1976-2016). Predict the product of the given reaction. (1) Given the reactants [CH2:1]([N:3](CC)[CH2:4][CH3:5])[CH3:2].ClC([CH:11]=[CH:12][C:13]1[CH:18]=[CH:17][C:16](OC(=O)C2C=CC(F)=C(F)C=2)=[CH:15][CH:14]=1)=O.[OH2:30].C[OH:32], predict the reaction product. The product is: [C:1]1(=[O:32])[NH:3][C:4](=[O:30])[CH:5]=[CH:2]1.[CH2:11]=[CH:12][C:13]1[CH:18]=[CH:17][CH:16]=[CH:15][CH:14]=1. (2) Given the reactants [CH2:1]([N:4]1[C:8](=[O:9])[C:7]2=[CH:10][CH:11]=[CH:12][CH:13]=[C:6]2[C:5]1=[O:14])[CH:2]=[CH2:3].C(N(CC)CC)C.C[C:23]1[C:28](P([C:23]2[C:28](C)=[CH:27][CH:26]=[CH:25][CH:24]=2)[C:23]2[C:28](C)=[CH:27][CH:26]=[CH:25][CH:24]=2)=[CH:27][CH:26]=[CH:25][CH:24]=1.C(Cl)Cl, predict the reaction product. The product is: [CH2:1]([N:4]1[C:8](=[O:9])[C:7]2=[CH:10][CH:11]=[CH:12][CH:13]=[C:6]2[C:5]1=[O:14])[CH:2]=[CH:3][C:23]1[CH:28]=[CH:27][CH:26]=[CH:25][CH:24]=1. (3) Given the reactants [NH2:1][C:2]1[O:3][C:4]2[C:9]([CH:10]([C:16]3[CH:21]=[C:20]([O:22][CH3:23])[C:19]([O:24][CH3:25])=[C:18]([Br:26])[CH:17]=3)[C:11]=1[C:12]([NH:14][OH:15])=[NH:13])=[CH:8][CH:7]=[C:6]1[CH:27]=[CH:28][CH:29]=[CH:30][C:5]=21.[O:31]1CCC[CH2:32]1, predict the reaction product. The product is: [NH2:1][C:2]1[O:3][C:4]2[C:9]([CH:10]([C:16]3[CH:21]=[C:20]([O:22][CH3:23])[C:19]([O:24][CH3:25])=[C:18]([Br:26])[CH:17]=3)[C:11]=1[C:12]1[NH:13][C:32](=[O:31])[O:15][N:14]=1)=[CH:8][CH:7]=[C:6]1[CH:27]=[CH:28][CH:29]=[CH:30][C:5]=21. (4) Given the reactants [F:1][C:2]1[CH:7]=[C:6]([F:8])[CH:5]=[CH:4][C:3]=1[N:9]1[CH:13]=[N:12][N:11]=[C:10]1[C:14]1[S:23][C:22]2[C:21]3[CH:24]=[C:25]([C:28](O)=[O:29])[CH:26]=[CH:27][C:20]=3[O:19][CH2:18][CH2:17][C:16]=2[CH:15]=1.[CH2:31]([CH2:33][NH2:34])[OH:32], predict the reaction product. The product is: [F:1][C:2]1[CH:7]=[C:6]([F:8])[CH:5]=[CH:4][C:3]=1[N:9]1[CH:13]=[N:12][N:11]=[C:10]1[C:14]1[S:23][C:22]2[C:21]3[CH:24]=[C:25]([C:28]([NH:34][CH2:33][CH2:31][OH:32])=[O:29])[CH:26]=[CH:27][C:20]=3[O:19][CH2:18][CH2:17][C:16]=2[CH:15]=1. (5) Given the reactants [CH2:1]([B:5]([OH:7])[OH:6])[CH:2]([CH3:4])[CH3:3].[C:8]12(O)[CH2:16][CH:12]([C:13]1([CH3:15])[CH3:14])[CH2:11][CH2:10][C:9]2(O)[CH3:17], predict the reaction product. The product is: [CH3:3][CH:2]([CH3:4])[CH2:1][B:5]1[O:7][C@@H:10]2[CH2:11][C@@H:12]3[CH2:16][C@H:8]([C@:9]2([CH3:17])[O:6]1)[C:13]3([CH3:15])[CH3:14]. (6) Given the reactants [O:1]=[C:2]1[C:10]2[C:5](=[CH:6][CH:7]=[CH:8][CH:9]=2)[C:4](=[O:11])[N:3]1[CH2:12][CH2:13][CH2:14][C:15]1[CH:16]=[C:17]([CH:20]=[CH:21][CH:22]=1)[CH:18]=O.[Br-].[CH3:24][C:25]1[CH:51]=[C:50]([CH3:52])[CH:49]=[CH:48][C:26]=1[CH2:27][P+](C1C=CC=CC=1)(C1C=CC=CC=1)C1C=CC=CC=1C, predict the reaction product. The product is: [CH3:24][C:25]1[CH:51]=[C:50]([CH3:52])[CH:49]=[CH:48][C:26]=1/[CH:27]=[CH:18]/[C:17]1[CH:16]=[C:15]([CH2:14][CH2:13][CH2:12][N:3]2[C:4](=[O:11])[C:5]3[C:10](=[CH:9][CH:8]=[CH:7][CH:6]=3)[C:2]2=[O:1])[CH:22]=[CH:21][CH:20]=1. (7) Given the reactants [F:1][C:2]1[CH:7]=[CH:6][CH:5]=[C:4]([F:8])[C:3]=1[C:9]1[C:18]2[CH:17]=[C:16]([C:19]#[N:20])[CH:15]=[CH:14][C:13]=2[C:12]2[NH:21][N:22]=[C:23]([NH:24][CH:25]3[CH2:30][CH2:29][N:28]([S:31]([CH3:34])(=[O:33])=[O:32])[CH2:27][CH2:26]3)[C:11]=2[N:10]=1.CO.[NH2:37][OH:38].Cl, predict the reaction product. The product is: [F:8][C:4]1[CH:5]=[CH:6][CH:7]=[C:2]([F:1])[C:3]=1[C:9]1[C:18]2[CH:17]=[C:16]([C:19](=[NH:20])[NH:37][OH:38])[CH:15]=[CH:14][C:13]=2[C:12]2[NH:21][N:22]=[C:23]([NH:24][CH:25]3[CH2:30][CH2:29][N:28]([S:31]([CH3:34])(=[O:32])=[O:33])[CH2:27][CH2:26]3)[C:11]=2[N:10]=1.